Task: Predict the reactants needed to synthesize the given product.. Dataset: Full USPTO retrosynthesis dataset with 1.9M reactions from patents (1976-2016) (1) Given the product [N:1]1([CH2:7][CH2:8][NH:9][C:10]([C:12]2[NH:13][C:14]([CH:18]=[C:19]3[C:27]4[C:22](=[N:23][CH:24]=[CH:25][C:26]=4[NH:38][C:33]4[CH:34]=[CH:35][C:36]([F:37])=[C:31]([Cl:30])[CH:32]=4)[NH:21][C:20]3=[O:29])=[C:15]([CH3:17])[CH:16]=2)=[O:11])[CH2:6][CH2:5][O:4][CH2:3][CH2:2]1, predict the reactants needed to synthesize it. The reactants are: [N:1]1([CH2:7][CH2:8][NH:9][C:10]([C:12]2[NH:13][C:14]([CH:18]=[C:19]3[C:27]4[C:22](=[N:23][CH:24]=[CH:25][C:26]=4Cl)[NH:21][C:20]3=[O:29])=[C:15]([CH3:17])[CH:16]=2)=[O:11])[CH2:6][CH2:5][O:4][CH2:3][CH2:2]1.[Cl:30][C:31]1[CH:32]=[C:33]([NH2:38])[CH:34]=[CH:35][C:36]=1[F:37].O.C1(C)C=CC(S(O)(=O)=O)=CC=1. (2) Given the product [CH3:23][CH:21]1[O:22][CH:17]([CH3:16])[CH2:18][N:19]([C:2]2[N:7]=[N:6][C:5]([NH2:8])=[N:4][C:3]=2[C:9]2[CH:14]=[CH:13][C:12]([F:15])=[CH:11][CH:10]=2)[CH2:20]1, predict the reactants needed to synthesize it. The reactants are: Br[C:2]1[N:7]=[N:6][C:5]([NH2:8])=[N:4][C:3]=1[C:9]1[CH:14]=[CH:13][C:12]([F:15])=[CH:11][CH:10]=1.[CH3:16][CH:17]1[O:22][CH:21]([CH3:23])[CH2:20][NH:19][CH2:18]1. (3) Given the product [C:1]([O:8][C:21]1[CH:22]=[CH:23][C:18]([O:17][CH2:10][C:11]2[CH:16]=[CH:15][CH:14]=[CH:13][CH:12]=2)=[CH:19][CH:20]=1)(=[O:32])[C:2]1[CH:7]=[CH:6][CH:5]=[CH:4][CH:3]=1, predict the reactants needed to synthesize it. The reactants are: [C:1](Cl)(=[O:8])[C:2]1[CH:7]=[CH:6][CH:5]=[CH:4][CH:3]=1.[CH2:10]([O:17][C:18]1[CH:23]=[CH:22][C:21](O)=[CH:20][CH:19]=1)[C:11]1[CH:16]=[CH:15][CH:14]=[CH:13][CH:12]=1.C(N(CC)CC)C.[O:32]1CCCC1. (4) Given the product [CH3:29][CH:30]([CH3:35])[C:31]([NH:33][NH:34][C:26]([CH:11]1[CH2:12][CH:13]([C:15]2[CH:20]=[CH:19][C:18]([O:21][C:22]([F:23])([F:24])[F:25])=[CH:17][CH:16]=2)[CH2:14][N:9]([C:7]([N:1]2[CH2:2][CH2:3][O:4][CH2:5][CH2:6]2)=[O:8])[CH2:10]1)=[O:28])=[O:32], predict the reactants needed to synthesize it. The reactants are: [N:1]1([C:7]([N:9]2[CH2:14][CH:13]([C:15]3[CH:20]=[CH:19][C:18]([O:21][C:22]([F:25])([F:24])[F:23])=[CH:17][CH:16]=3)[CH2:12][CH:11]([C:26]([OH:28])=O)[CH2:10]2)=[O:8])[CH2:6][CH2:5][O:4][CH2:3][CH2:2]1.[CH3:29][CH:30]([CH3:35])[C:31]([NH:33][NH2:34])=[O:32]. (5) Given the product [C:41]1([C@H:47]([O:49][C:22](=[O:31])[NH:19][C:9]2[C:10]([CH3:13])=[N:11][O:12][C:8]=2[C:5]2[CH:4]=[CH:3][C:2]([Br:1])=[CH:7][CH:6]=2)[CH3:48])[CH:46]=[CH:45][CH:44]=[CH:43][CH:42]=1, predict the reactants needed to synthesize it. The reactants are: [Br:1][C:2]1[CH:7]=[CH:6][C:5]([C:8]2[O:12][N:11]=[C:10]([CH3:13])[C:9]=2C(O)=O)=[CH:4][CH:3]=1.C([N:19]([CH2:22]C)CC)C.C1(P(N=[N+]=[N-])(C2C=CC=CC=2)=[O:31])C=CC=CC=1.[C:41]1([C@H:47]([OH:49])[CH3:48])[CH:46]=[CH:45][CH:44]=[CH:43][CH:42]=1. (6) Given the product [CH:18]1([CH2:21][NH:22][C:14]([C:10]2[S:9][C:8]([N:5]3[CH:6]=[CH:7][C:2]([OH:1])=[CH:3][C:4]3=[O:17])=[N:12][C:11]=2[CH3:13])=[O:16])[CH2:20][CH2:19]1, predict the reactants needed to synthesize it. The reactants are: [OH:1][C:2]1[CH:7]=[CH:6][N:5]([C:8]2[S:9][C:10]([C:14]([OH:16])=O)=[C:11]([CH3:13])[N:12]=2)[C:4](=[O:17])[CH:3]=1.[CH:18]1([CH2:21][NH2:22])[CH2:20][CH2:19]1. (7) The reactants are: [C:1]1([CH:7](O)[CH2:8][N:9]2[CH2:14][CH2:13][CH:12]([NH:15][C:16]3[CH:21]=[CH:20][CH:19]=[CH:18][CH:17]=3)[CH2:11][CH2:10]2)[CH:6]=[CH:5][CH:4]=[CH:3][CH:2]=1.CS(Cl)(=O)=O.[CH3:28][O:29][CH2:30][CH2:31][N:32]1[CH2:37][CH2:36][NH:35][CH2:34][CH2:33]1. Given the product [CH3:28][O:29][CH2:30][CH2:31][N:32]1[CH2:37][CH2:36][N:35]([CH:7]([C:1]2[CH:6]=[CH:5][CH:4]=[CH:3][CH:2]=2)[CH2:8][N:9]2[CH2:14][CH2:13][CH:12]([NH:15][C:16]3[CH:21]=[CH:20][CH:19]=[CH:18][CH:17]=3)[CH2:11][CH2:10]2)[CH2:34][CH2:33]1, predict the reactants needed to synthesize it. (8) Given the product [CH2:1]([O:8][C:9](=[O:48])[NH:10][C@H:11]([C:13](=[O:47])[NH:14][C@H:15]([C:24](=[O:46])[NH:25][C@@H:26]([CH2:39][C:40]1[CH:41]=[CH:42][CH:43]=[CH:44][CH:45]=1)[C:27]([C:29](=[O:38])[NH:30][CH2:31][C:32]1[CH:33]=[CH:34][CH:35]=[CH:36][CH:37]=1)=[O:28])[CH2:16][C:17]1[CH:22]=[CH:21][C:20]([Cl:23])=[CH:19][CH:18]=1)[CH3:12])[C:2]1[CH:3]=[CH:4][CH:5]=[CH:6][CH:7]=1, predict the reactants needed to synthesize it. The reactants are: [CH2:1]([O:8][C:9](=[O:48])[NH:10][C@H:11]([C:13](=[O:47])[NH:14][C@H:15]([C:24](=[O:46])[NH:25][C@@H:26]([CH2:39][C:40]1[CH:45]=[CH:44][CH:43]=[CH:42][CH:41]=1)[CH:27]([C:29](=[O:38])[NH:30][CH2:31][C:32]1[CH:37]=[CH:36][CH:35]=[CH:34][CH:33]=1)[OH:28])[CH2:16][C:17]1[CH:22]=[CH:21][C:20]([Cl:23])=[CH:19][CH:18]=1)[CH3:12])[C:2]1[CH:7]=[CH:6][CH:5]=[CH:4][CH:3]=1.CC(OI1(OC(C)=O)(OC(C)=O)OC(=O)C2C=CC=CC1=2)=O. (9) Given the product [Cl:1][C:2]1[C:7]([N:11]2[CH2:15][CH2:14][CH2:13][CH2:12]2)=[C:6]([CH:5]=[CH:4][N:3]=1)[C:9]#[N:10], predict the reactants needed to synthesize it. The reactants are: [Cl:1][C:2]1[C:7](F)=[C:6]([C:9]#[N:10])[CH:5]=[CH:4][N:3]=1.[NH:11]1[CH2:15][CH2:14][CH2:13][CH2:12]1.